From a dataset of hERG potassium channel inhibition data for cardiac toxicity prediction from Karim et al.. Regression/Classification. Given a drug SMILES string, predict its toxicity properties. Task type varies by dataset: regression for continuous values (e.g., LD50, hERG inhibition percentage) or binary classification for toxic/non-toxic outcomes (e.g., AMES mutagenicity, cardiotoxicity, hepatotoxicity). Dataset: herg_karim. (1) The compound is CS(=O)(=O)c1ccc2nc(N)n(CC(O)c3cccc(Cl)c3Cl)c2c1. The result is 0 (non-blocker). (2) The molecule is COc1c(Nc2ncc(Cl)c(N[C@H]3[C@@H](C(N)=O)[C@@H]4C=C[C@H]3C4)n2)ccc2c1CCC[C@H](N1CCN(C)CC1)C2. The result is 1 (blocker). (3) The compound is Nc1nc(NC2CCOCC2)c2sc(-c3ccc(C(F)(F)F)cc3)cc2n1. The result is 1 (blocker). (4) The drug is Cc1ccc2c(N3CCN(CCc4cccc(NC(=O)Nc5ccccc5)c4)CC3)cccc2n1. The result is 1 (blocker). (5) The compound is c1ccc2oc(Oc3ccc(OCCN4CCCCC4)cc3)nc2c1. The result is 1 (blocker). (6) The compound is NC1=NC(c2ccncc2)(c2cccc(-c3cncnc3)c2)c2ccccc21. The result is 0 (non-blocker).